This data is from Reaction yield outcomes from USPTO patents with 853,638 reactions. The task is: Predict the reaction yield, written as a fraction of the theoretical maximum amount of product (1.0 means a 100% yield; for example, 0.34 means a 34% yield). (1) The reactants are [C:1]1([CH:8]=[CH:7][CH:6]=[C:4]([OH:5])[CH:3]=1)[OH:2].[CH3:9][O:10][C:11]1[CH:12]=[C:13]([CH2:19][C:20]([OH:22])=O)[CH:14]=[CH:15][C:16]=1[O:17][CH3:18].P(Cl)(Cl)(Cl)(Cl)Cl.[CH3:29]N(C=O)C. No catalyst specified. The product is [CH3:9][O:10][C:11]1[CH:12]=[C:13]([C:19]2[C:20](=[O:22])[C:8]3[C:1](=[CH:3][C:4]([OH:5])=[CH:6][CH:7]=3)[O:2][CH:29]=2)[CH:14]=[CH:15][C:16]=1[O:17][CH3:18]. The yield is 0.800. (2) The reactants are CN([CH:4]=[C:5]1[C:13](=O)[C:12]2[N:11]([CH3:15])[N:10]=[C:9]([C:16]([O:18][CH2:19][CH3:20])=[O:17])[C:8]=2[CH2:7][CH2:6]1)C.C(=O)(O)O.[NH2:25][C:26]([NH2:28])=[NH:27].O. The catalyst is CN(C=O)C. The product is [NH2:27][C:26]1[N:28]=[CH:4][C:5]2[CH:6]=[CH:7][C:8]3[C:9]([C:16]([O:18][CH2:19][CH3:20])=[O:17])=[N:10][N:11]([CH3:15])[C:12]=3[C:13]=2[N:25]=1. The yield is 0.910. (3) The reactants are [F:1][C:2]1([F:35])[O:6][C:5]2[CH:7]=[CH:8][C:9]([C:11]3([C:14]([NH:16][C@@H:17]4[CH2:22][C:21]([CH3:24])([CH3:23])[O:20][C@@H:19]([C:25]5[CH:34]=[CH:33][C:28]([C:29]([O:31]C)=[O:30])=[CH:27][CH:26]=5)[CH2:18]4)=[O:15])[CH2:13][CH2:12]3)=[CH:10][C:4]=2[O:3]1.FC1(F)OC2C=CC(C3(C(N[C@H]4CCO[C@@H](C5C=C(C=CC=5)C(OC)=O)C4)=O)CC3)=CC=2O1. No catalyst specified. The product is [F:35][C:2]1([F:1])[O:6][C:5]2[CH:7]=[CH:8][C:9]([C:11]3([C:14]([NH:16][C@@H:17]4[CH2:22][C:21]([CH3:24])([CH3:23])[O:20][C@@H:19]([C:25]5[CH:26]=[CH:27][C:28]([C:29]([OH:31])=[O:30])=[CH:33][CH:34]=5)[CH2:18]4)=[O:15])[CH2:12][CH2:13]3)=[CH:10][C:4]=2[O:3]1. The yield is 0.960. (4) The product is [Cl:7][C:8]1[CH:13]=[CH:12][C:11]([N+:14]([O-:16])=[O:15])=[C:10]([CH2:18][C:19]([O:21][CH2:22][CH3:23])=[O:20])[CH:9]=1. The yield is 0.760. The catalyst is CN(C=O)C. The reactants are CC(C)([O-])C.[K+].[Cl:7][C:8]1[CH:13]=[CH:12][C:11]([N+:14]([O-:16])=[O:15])=[CH:10][CH:9]=1.Cl[CH2:18][C:19]([O:21][CH2:22][CH3:23])=[O:20].Cl.